Dataset: Full USPTO retrosynthesis dataset with 1.9M reactions from patents (1976-2016). Task: Predict the reactants needed to synthesize the given product. (1) Given the product [CH2:24]([Sn:19]([CH2:15][CH2:16][CH2:17][CH3:18])([CH2:20][CH2:21][CH2:22][CH3:23])[C:4]1[S:5][CH:6]=[C:7]2[O:8][CH2:9][CH2:1][O:2][C:3]=12)[CH2:25][CH2:26][CH3:27], predict the reactants needed to synthesize it. The reactants are: [CH2:1]1[CH2:9][O:8][C:7]2[C:3](=[CH:4][S:5][CH:6]=2)[O:2]1.C([Li])CCC.[CH2:15]([Sn:19](Cl)([CH2:24][CH2:25][CH2:26][CH3:27])[CH2:20][CH2:21][CH2:22][CH3:23])[CH2:16][CH2:17][CH3:18].O. (2) Given the product [CH3:18][O:17][C:14]1[CH:13]=[CH:12][C:11]([CH2:10][C:7]2[O:8][CH:9]=[C:5]([C:3]([OH:4])=[O:2])[N:6]=2)=[CH:16][CH:15]=1, predict the reactants needed to synthesize it. The reactants are: C[O:2][C:3]([C:5]1[N:6]=[C:7]([CH2:10][C:11]2[CH:16]=[CH:15][C:14]([O:17][CH3:18])=[CH:13][CH:12]=2)[O:8][CH:9]=1)=[O:4].CO.[OH-].[Na+].Cl. (3) Given the product [Cl:26][C:23]1[CH:22]=[CH:21][C:20]([CH:8]([C:5]2[CH:6]=[CH:7][C:2]([Cl:1])=[CH:3][CH:4]=2)[C:9]2[CH:10]=[C:11]3[C:16](=[CH:17][CH:18]=2)[N:15]=[CH:14][N:13]=[C:12]3[NH:27][CH:28]2[CH2:33][CH2:32][NH:31][C:30](=[O:34])[CH2:29]2)=[CH:25][CH:24]=1, predict the reactants needed to synthesize it. The reactants are: [Cl:1][C:2]1[CH:7]=[CH:6][C:5]([CH:8]([C:20]2[CH:25]=[CH:24][C:23]([Cl:26])=[CH:22][CH:21]=2)[C:9]2[CH:10]=[C:11]3[C:16](=[CH:17][CH:18]=2)[N:15]=[CH:14][N:13]=[C:12]3Cl)=[CH:4][CH:3]=1.[NH2:27][CH:28]1[CH2:33][CH2:32][NH:31][C:30](=[O:34])[CH2:29]1.CC(O)C. (4) Given the product [C:2]([C:1]1[O:6][CH2:13][CH:27]([CH2:25][C:24]([OH:23])=[O:29])[N:7]=1)([CH3:5])([CH3:4])[CH3:3], predict the reactants needed to synthesize it. The reactants are: [C:1]([NH2:7])(=[O:6])[C:2]([CH3:5])([CH3:4])[CH3:3].F[B-](F)(F)F.[CH2:13]([O+](CC)CC)C.N.Cl.C[O:23][C:24](=[O:29])[C@H:25]([CH2:27]O)N.ClC(Cl)C. (5) Given the product [Cl:1][C:2]1[CH:3]=[C:4]2[C:9](=[CH:10][C:11]=1[C:12]([N:66]1[CH2:67][CH2:68][CH2:69][CH2:70][CH:65]1[CH2:63][CH3:64])=[O:14])[N:8]=[CH:7][N:6]=[C:5]2[NH:15][CH:16]([C:18]1[NH:22][C:21]2[CH:23]=[CH:24][C:25]([Cl:27])=[CH:26][C:20]=2[N:19]=1)[CH3:17], predict the reactants needed to synthesize it. The reactants are: [Cl:1][C:2]1[CH:3]=[C:4]2[C:9](=[CH:10][C:11]=1[C:12]([OH:14])=O)[N:8]=[CH:7][N:6]=[C:5]2[NH:15][CH:16]([C:18]1[NH:22][C:21]2[CH:23]=[CH:24][C:25]([Cl:27])=[CH:26][C:20]=2[N:19]=1)[CH3:17].FC1C(OC(N(C)C)=[N+](C)C)=C(F)C(F)=C(F)C=1F.F[P-](F)(F)(F)(F)F.C(N(C(C)C)CC)(C)C.[CH2:63]([CH:65]1[CH2:70][CH2:69][CH2:68][CH2:67][NH:66]1)[CH3:64]. (6) Given the product [CH:1]([O:4][C:5]1[C:14]2[C:9](=[CH:10][C:11]([C:15]([F:16])([F:17])[F:18])=[CH:12][CH:13]=2)[N:8]=[C:7]([C:19]([OH:21])=[O:20])[CH:6]=1)([CH3:3])[CH3:2], predict the reactants needed to synthesize it. The reactants are: [CH:1]([O:4][C:5]1[C:14]2[C:9](=[CH:10][C:11]([C:15]([F:18])([F:17])[F:16])=[CH:12][CH:13]=2)[N:8]=[C:7]([C:19]([O:21]C)=[O:20])[CH:6]=1)([CH3:3])[CH3:2].[OH-].[K+].C(O)C. (7) Given the product [CH:1]1([N:7]2[CH2:13][C:12]([F:15])([F:14])[C:11](=[O:16])[N:10]([CH3:17])[C:9]3[CH:18]=[N:19][C:20]([NH:22][C:23]4[CH:31]=[CH:30][C:26]([C:27]([NH:49][C@@H:44]5[CH2:45][CH2:46][CH2:47][NH:48][CH2:43]5)=[O:29])=[CH:25][C:24]=4[O:32][CH3:33])=[N:21][C:8]2=3)[CH2:2][CH2:3][CH2:4][CH2:5][CH2:6]1, predict the reactants needed to synthesize it. The reactants are: [CH:1]1([N:7]2[CH2:13][C:12]([F:15])([F:14])[C:11](=[O:16])[N:10]([CH3:17])[C:9]3[CH:18]=[N:19][C:20]([NH:22][C:23]4[CH:31]=[CH:30][C:26]([C:27]([OH:29])=O)=[CH:25][C:24]=4[O:32][CH3:33])=[N:21][C:8]2=3)[CH2:6][CH2:5][CH2:4][CH2:3][CH2:2]1.CN(C(ON1N=[N:49][C:44]2[CH:45]=[CH:46][CH:47]=[N:48][C:43]1=2)=[N+](C)C)C.F[P-](F)(F)(F)(F)F.C(N1CCC[C@@H](N)C1)(OC(C)(C)C)=O. (8) Given the product [CH3:14][O:13][C:11](=[O:12])[CH2:10][CH:4]([CH:5]=[O:6])[CH2:3][C:2]([CH3:8])([CH3:7])[CH3:1], predict the reactants needed to synthesize it. The reactants are: [CH3:1][C:2]([CH3:8])([CH3:7])[CH2:3][CH2:4][CH:5]=[O:6].Br[CH2:10][C:11]([O:13][CH3:14])=[O:12].O. (9) Given the product [CH3:8][C:5]1[CH:6]=[CH:7][C:2]2[N:3]([CH:10]=[C:11]([C:13]3[CH:14]=[CH:15][C:16]([N+:19]([O-:21])=[O:20])=[CH:17][CH:18]=3)[N:1]=2)[CH:4]=1, predict the reactants needed to synthesize it. The reactants are: [NH2:1][C:2]1[CH:7]=[CH:6][C:5]([CH3:8])=[CH:4][N:3]=1.Br[CH2:10][C:11]([C:13]1[CH:18]=[CH:17][C:16]([N+:19]([O-:21])=[O:20])=[CH:15][CH:14]=1)=O.C(=O)(O)[O-].[Na+].